Dataset: Forward reaction prediction with 1.9M reactions from USPTO patents (1976-2016). Task: Predict the product of the given reaction. (1) Given the reactants [C:1]([O:5][C:6]([N:8]1[CH2:11][CH:10]([CH2:12][OH:13])[CH2:9]1)=[O:7])([CH3:4])([CH3:3])[CH3:2].[Cl:14][C:15]1[CH:16]=[CH:17][C:18]([NH:21][C:22]([C:24]2[C:29]([NH:30][C:31](=[O:41])[C:32]3[CH:37]=[CH:36][C:35]([S:38][CH3:39])=[CH:34][C:33]=3O)=[CH:28][CH:27]=[CH:26][N:25]=2)=[O:23])=[N:19][CH:20]=1, predict the reaction product. The product is: [Cl:14][C:15]1[CH:16]=[CH:17][C:18]([NH:21][C:22]([C:24]2[C:29]([NH:30][C:31](=[O:41])[C:32]3[CH:33]=[CH:34][C:35]([S:38][CH3:39])=[CH:36][C:37]=3[O:13][CH2:12][CH:10]3[CH2:11][N:8]([C:6]([O:5][C:1]([CH3:4])([CH3:3])[CH3:2])=[O:7])[CH2:9]3)=[CH:28][CH:27]=[CH:26][N:25]=2)=[O:23])=[N:19][CH:20]=1. (2) Given the reactants [Cl:1][C:2]1[CH:7]=[CH:6][C:5]([NH:8][C:9](=[O:11])[O-])=[CH:4][C:3]=1[CH3:12].C([Li])(C)(C)C.CO[C:20]1[CH:25]=[CH:24][CH:23]=C[C:21]=1[C:26](=O)[C:27]([O:29]CC)=[O:28].[NH4+].[Cl-].C[CH2:36][O:37][CH2:38][CH3:39], predict the reaction product. The product is: [Cl:1][C:2]1[CH:7]=[C:6]2[C:5](=[CH:4][C:3]=1[CH3:12])[NH:8][C:9](=[O:11])[C:21]2([CH2:26][C:27]([OH:29])=[O:28])[C:20]1[CH:25]=[CH:24][CH:23]=[CH:39][C:38]=1[O:37][CH3:36]. (3) Given the reactants [CH3:1][C:2]1[C:7]([O:8][C:9]2[C:10]([NH:22][C:23]3[S:27][N:26]=[C:25]([CH:28]4[CH2:33][CH2:32][NH:31][CH2:30][CH2:29]4)[N:24]=3)=[N:11][CH:12]=[C:13]([S:15][C:16]3[CH:21]=[CH:20][CH:19]=[CH:18][N:17]=3)[CH:14]=2)=[CH:6][CH:5]=[CH:4][N:3]=1.[CH3:34][N:35]([CH3:39])[C:36]([Cl:38])=[O:37], predict the reaction product. The product is: [ClH:38].[CH3:34][N:35]([CH3:39])[C:36]([N:31]1[CH2:32][CH2:33][CH:28]([C:25]2[N:24]=[C:23]([NH:22][C:10]3[C:9]([O:8][C:7]4[C:2]([CH3:1])=[N:3][CH:4]=[CH:5][CH:6]=4)=[CH:14][C:13]([S:15][C:16]4[CH:21]=[CH:20][CH:19]=[CH:18][N:17]=4)=[CH:12][N:11]=3)[S:27][N:26]=2)[CH2:29][CH2:30]1)=[O:37]. (4) Given the reactants FC1C=C2C(C(C3C=CC(NCCCN)=NC=3)=CN2)=CC=1.[F:22][C:23]1[CH:31]=[C:30]2[C:26]([C:27]([C:41]3[CH:42]=[CH:43][C:44]([NH:47][CH2:48][CH2:49][NH2:50])=[N:45][CH:46]=3)=[CH:28][N:29]2S(C2C=CC=CC=2)(=O)=O)=[CH:25][CH:24]=1, predict the reaction product. The product is: [F:22][C:23]1[CH:31]=[C:30]2[C:26]([C:27]([C:41]3[CH:42]=[CH:43][C:44]([NH:47][CH2:48][CH2:49][NH2:50])=[N:45][CH:46]=3)=[CH:28][NH:29]2)=[CH:25][CH:24]=1. (5) The product is: [CH2:3]([N:10]1[CH2:15][CH2:14][CH2:13][C:12](=[O:16])[CH2:11]1)[C:4]1[CH:5]=[CH:6][CH:7]=[CH:8][CH:9]=1. Given the reactants O.Cl.[CH2:3]([N:10]1[CH2:15][CH2:14][CH2:13][C:12](=[O:16])[CH2:11]1)[C:4]1[CH:9]=[CH:8][CH:7]=[CH:6][CH:5]=1.C(N(CC)CC)C, predict the reaction product. (6) Given the reactants [C:1]([OH:9])(=O)[C:2]1[CH:7]=[CH:6][CH:5]=[N:4][CH:3]=1.C(Cl)(=O)C([Cl:13])=O, predict the reaction product. The product is: [C:1]([Cl:13])(=[O:9])[C:2]1[CH:7]=[CH:6][CH:5]=[N:4][CH:3]=1.